Predict the product of the given reaction. From a dataset of Forward reaction prediction with 1.9M reactions from USPTO patents (1976-2016). (1) Given the reactants [CH3:1][O:2][C:3](=[O:12])[C:4]1[CH:9]=[C:8]([Cl:10])[CH:7]=[CH:6][C:5]=1[NH2:11].[C:13]1([CH:23]=O)[C:22]2[C:17](=[CH:18][CH:19]=[CH:20][CH:21]=2)[CH:16]=[CH:15][CH:14]=1.C(O[BH-](OC(=O)C)OC(=O)C)(=O)C.[Na+], predict the reaction product. The product is: [CH3:1][O:2][C:3](=[O:12])[C:4]1[CH:9]=[C:8]([Cl:10])[CH:7]=[CH:6][C:5]=1[NH:11][CH2:23][C:13]1[C:22]2[C:17](=[CH:18][CH:19]=[CH:20][CH:21]=2)[CH:16]=[CH:15][CH:14]=1. (2) Given the reactants C([O:3][C:4]([C:6]1([NH:15][C:16]([C:18]2[C:27]3[CH2:26][CH2:25][CH2:24][C:23](=[O:28])[C:22]=3[CH:21]=[CH:20][CH:19]=2)=[O:17])[CH2:14][C:13]2[C:8](=[CH:9][CH:10]=[CH:11][CH:12]=2)[CH2:7]1)=[O:5])C.[OH-].[K+].O, predict the reaction product. The product is: [O:28]=[C:23]1[CH2:24][CH2:25][CH2:26][C:27]2[C:18]([C:16]([NH:15][C:6]3([C:4]([OH:5])=[O:3])[CH2:14][C:13]4[C:8](=[CH:9][CH:10]=[CH:11][CH:12]=4)[CH2:7]3)=[O:17])=[CH:19][CH:20]=[CH:21][C:22]1=2. (3) Given the reactants [Cl:1][C:2]1[N:3]=[N:4][C:5](Cl)=[CH:6][CH:7]=1.[CH3:9][N:10]1[CH:14]=[C:13](B2OC(C)(C)C(C)(C)O2)[CH:12]=[N:11]1.C([O-])([O-])=O.[K+].[K+], predict the reaction product. The product is: [Cl:1][C:2]1[N:3]=[N:4][C:5]([C:13]2[CH:12]=[N:11][N:10]([CH3:9])[CH:14]=2)=[CH:6][CH:7]=1. (4) Given the reactants C([Mg]Cl)(C)C.Br[C:7]1[CH:8]=[C:9]([C:13]#[C:14][C:15]2[CH:16]=[C:17]([CH:20]=[CH:21][CH:22]=2)[C:18]#[N:19])[CH:10]=[N:11][CH:12]=1.CN(C)[CH:25]=[O:26], predict the reaction product. The product is: [CH:25]([C:7]1[CH:8]=[C:9]([C:13]#[C:14][C:15]2[CH:16]=[C:17]([CH:20]=[CH:21][CH:22]=2)[C:18]#[N:19])[CH:10]=[N:11][CH:12]=1)=[O:26]. (5) Given the reactants [CH3:1][O:2][C:3]([C:5]1[CH:6]=[C:7]2[C:12](=[CH:13][CH:14]=1)[N+:11]([O-])=[CH:10][CH:9]=[CH:8]2)=[O:4].P(Cl)(Cl)([Cl:18])=O, predict the reaction product. The product is: [Cl:18][C:10]1[CH:9]=[CH:8][C:7]2[C:12](=[CH:13][CH:14]=[C:5]([C:3]([O:2][CH3:1])=[O:4])[CH:6]=2)[N:11]=1.[Cl:18][C:8]1[C:7]2[C:12](=[CH:13][CH:14]=[C:5]([C:3]([O:2][CH3:1])=[O:4])[CH:6]=2)[N:11]=[CH:10][CH:9]=1. (6) The product is: [C:1]([O:5][C:6]([N:8]1[CH2:12][CH2:11][CH2:10][C@@H:9]1[CH2:13][O:14][S:21]([C:18]1[CH:19]=[CH:20][C:15]([CH3:25])=[CH:16][CH:17]=1)(=[O:23])=[O:22])=[O:7])([CH3:4])([CH3:3])[CH3:2]. Given the reactants [C:1]([O:5][C:6]([N:8]1[CH2:12][CH2:11][CH2:10][C@@H:9]1[CH2:13][OH:14])=[O:7])([CH3:4])([CH3:3])[CH3:2].[C:15]1([CH3:25])[CH:20]=[CH:19][C:18]([S:21](Cl)(=[O:23])=[O:22])=[CH:17][CH:16]=1.CCCCCC, predict the reaction product. (7) Given the reactants [C:1]([O:5][C:6]([NH:8][C@@H:9]([C@H:22]([CH2:30][CH3:31])[CH2:23][CH:24]([CH3:29])[CH2:25][CH2:26][CH:27]=[CH2:28])[C:10]([N:12]1[CH2:16][C@H:15]([OH:17])[CH2:14][C@H:13]1[C:18]([O:20]C)=[O:19])=[O:11])=[O:7])([CH3:4])([CH3:3])[CH3:2].O.[Li+].[OH-].CO, predict the reaction product. The product is: [C:1]([O:5][C:6]([NH:8][C@@H:9]([C@H:22]([CH2:30][CH3:31])[CH2:23][CH:24]([CH3:29])[CH2:25][CH2:26][CH:27]=[CH2:28])[C:10]([N:12]1[CH2:16][C@H:15]([OH:17])[CH2:14][C@H:13]1[C:18]([OH:20])=[O:19])=[O:11])=[O:7])([CH3:4])([CH3:3])[CH3:2]. (8) Given the reactants [Li+].CC([N-]C(C)C)C.[C:9]1([C@:15]2([CH2:27][N:28]3[CH:32]=[N:31][CH:30]=[N:29]3)[C@@H:17]([C:18]3[CH:23]=[CH:22][C:21]([Cl:24])=[C:20]([Cl:25])[C:19]=3[Cl:26])[O:16]2)[CH:14]=[CH:13][CH:12]=[CH:11][CH:10]=1.[CH3:33][S:34]SC.[Cl-].[NH4+], predict the reaction product. The product is: [C:9]1([C@:15]2([CH2:27][N:28]3[C:32]([S:34][CH3:33])=[N:31][CH:30]=[N:29]3)[C@@H:17]([C:18]3[CH:23]=[CH:22][C:21]([Cl:24])=[C:20]([Cl:25])[C:19]=3[Cl:26])[O:16]2)[CH:10]=[CH:11][CH:12]=[CH:13][CH:14]=1.